From a dataset of Catalyst prediction with 721,799 reactions and 888 catalyst types from USPTO. Predict which catalyst facilitates the given reaction. (1) Reactant: Br[C:2]1[CH:3]=[C:4]([NH:9][S:10]([C:13]2[C:18]([CH3:19])=[CH:17][CH:16]=[CH:15][C:14]=2[Cl:20])(=[O:12])=[O:11])[C:5]([Cl:8])=[N:6][CH:7]=1.[CH3:21][NH:22][C:23]1[S:24][C:25]2[CH:31]=[C:30](B3OC(C)(C)C(C)(C)O3)[CH:29]=[CH:28][C:26]=2[N:27]=1.C(=O)([O-])[O-].[K+].[K+].O. Product: [Cl:20][C:14]1[CH:15]=[CH:16][CH:17]=[C:18]([CH3:19])[C:13]=1[S:10]([NH:9][C:4]1[C:5]([Cl:8])=[N:6][CH:7]=[C:2]([C:30]2[CH:29]=[CH:28][C:26]3[N:27]=[C:23]([NH:22][CH3:21])[S:24][C:25]=3[CH:31]=2)[CH:3]=1)(=[O:12])=[O:11]. The catalyst class is: 57. (2) Reactant: [C:1]12([CH2:11][NH:12][C:13](=[O:25])[C:14]3[C:19]([Cl:20])=[CH:18][N:17]=[C:16]([CH2:21][CH2:22][CH2:23][OH:24])[CH:15]=3)[CH2:10][CH:5]3[CH2:6][CH:7]([CH2:9][CH:3]([CH2:4]3)[CH2:2]1)[CH2:8]2.ClCCl.C(=O)(O)[O-].[Na+].S([O-])([O-])(=O)=S.[Na+].[Na+]. Product: [C:1]12([CH2:11][NH:12][C:13](=[O:25])[C:14]3[C:19]([Cl:20])=[CH:18][N:17]=[C:16]([CH2:21][CH2:22][CH:23]=[O:24])[CH:15]=3)[CH2:2][CH:3]3[CH2:4][CH:5]([CH2:6][CH:7]([CH2:9]3)[CH2:8]1)[CH2:10]2. The catalyst class is: 27. (3) Reactant: C(N(CC)CC)C.F[C:9]1[CH:14]=[CH:13][CH:12]=[CH:11][C:10]=1[N+:15]([O-:17])=[O:16].[CH3:18][CH:19]([NH2:26])[C:20]1[CH:25]=[CH:24][CH:23]=[CH:22][CH:21]=1. Product: [N+:15]([C:10]1[CH:11]=[CH:12][CH:13]=[CH:14][C:9]=1[NH:26][CH:19]([C:20]1[CH:25]=[CH:24][CH:23]=[CH:22][CH:21]=1)[CH3:18])([O-:17])=[O:16]. The catalyst class is: 8.